The task is: Regression. Given two drug SMILES strings and cell line genomic features, predict the synergy score measuring deviation from expected non-interaction effect.. This data is from NCI-60 drug combinations with 297,098 pairs across 59 cell lines. (1) Drug 1: C1=C(C(=O)NC(=O)N1)F. Drug 2: CC(C)(C#N)C1=CC(=CC(=C1)CN2C=NC=N2)C(C)(C)C#N. Cell line: CAKI-1. Synergy scores: CSS=25.0, Synergy_ZIP=6.68, Synergy_Bliss=4.82, Synergy_Loewe=4.82, Synergy_HSA=6.85. (2) Cell line: HOP-92. Synergy scores: CSS=33.5, Synergy_ZIP=-0.697, Synergy_Bliss=2.65, Synergy_Loewe=5.69, Synergy_HSA=6.83. Drug 1: COC1=C(C=C2C(=C1)N=CN=C2NC3=CC(=C(C=C3)F)Cl)OCCCN4CCOCC4. Drug 2: C1CN1P(=S)(N2CC2)N3CC3. (3) Drug 1: C1=NNC2=C1C(=O)NC=N2. Drug 2: COCCOC1=C(C=C2C(=C1)C(=NC=N2)NC3=CC=CC(=C3)C#C)OCCOC.Cl. Cell line: PC-3. Synergy scores: CSS=2.32, Synergy_ZIP=0.137, Synergy_Bliss=3.32, Synergy_Loewe=1.43, Synergy_HSA=1.92. (4) Drug 2: CC1CCCC2(C(O2)CC(NC(=O)CC(C(C(=O)C(C1O)C)(C)C)O)C(=CC3=CSC(=N3)C)C)C. Cell line: NCI-H460. Drug 1: CC1=C2C(C(=O)C3(C(CC4C(C3C(C(C2(C)C)(CC1OC(=O)C(C(C5=CC=CC=C5)NC(=O)OC(C)(C)C)O)O)OC(=O)C6=CC=CC=C6)(CO4)OC(=O)C)OC)C)OC. Synergy scores: CSS=23.9, Synergy_ZIP=-2.85, Synergy_Bliss=-7.90, Synergy_Loewe=-14.5, Synergy_HSA=-9.05. (5) Drug 1: CC1=C(C(CCC1)(C)C)C=CC(=CC=CC(=CC(=O)O)C)C. Drug 2: CC1=C(C=C(C=C1)C(=O)NC2=CC(=CC(=C2)C(F)(F)F)N3C=C(N=C3)C)NC4=NC=CC(=N4)C5=CN=CC=C5. Cell line: SF-268. Synergy scores: CSS=-3.47, Synergy_ZIP=1.04, Synergy_Bliss=-0.0831, Synergy_Loewe=-3.89, Synergy_HSA=-3.61. (6) Drug 1: C1=CN(C=N1)CC(O)(P(=O)(O)O)P(=O)(O)O. Drug 2: C1CC(=O)NC(=O)C1N2C(=O)C3=CC=CC=C3C2=O. Cell line: CCRF-CEM. Synergy scores: CSS=-9.16, Synergy_ZIP=4.50, Synergy_Bliss=1.91, Synergy_Loewe=-5.73, Synergy_HSA=-5.73. (7) Drug 1: CC12CCC(CC1=CCC3C2CCC4(C3CC=C4C5=CN=CC=C5)C)O. Drug 2: C1CCC(C(C1)N)N.C(=O)(C(=O)[O-])[O-].[Pt+4]. Cell line: MOLT-4. Synergy scores: CSS=18.3, Synergy_ZIP=3.56, Synergy_Bliss=-0.949, Synergy_Loewe=-14.8, Synergy_HSA=-1.08.